Dataset: NCI-60 drug combinations with 297,098 pairs across 59 cell lines. Task: Regression. Given two drug SMILES strings and cell line genomic features, predict the synergy score measuring deviation from expected non-interaction effect. (1) Drug 1: CC=C1C(=O)NC(C(=O)OC2CC(=O)NC(C(=O)NC(CSSCCC=C2)C(=O)N1)C(C)C)C(C)C. Drug 2: C1=CN(C=N1)CC(O)(P(=O)(O)O)P(=O)(O)O. Cell line: NCI-H322M. Synergy scores: CSS=21.9, Synergy_ZIP=0.00622, Synergy_Bliss=3.24, Synergy_Loewe=-26.6, Synergy_HSA=1.71. (2) Drug 1: CC1=C2C(C(=O)C3(C(CC4C(C3C(C(C2(C)C)(CC1OC(=O)C(C(C5=CC=CC=C5)NC(=O)OC(C)(C)C)O)O)OC(=O)C6=CC=CC=C6)(CO4)OC(=O)C)OC)C)OC. Drug 2: B(C(CC(C)C)NC(=O)C(CC1=CC=CC=C1)NC(=O)C2=NC=CN=C2)(O)O. Cell line: NCI-H322M. Synergy scores: CSS=52.3, Synergy_ZIP=16.0, Synergy_Bliss=17.6, Synergy_Loewe=12.8, Synergy_HSA=16.1. (3) Drug 1: CN1C(=O)N2C=NC(=C2N=N1)C(=O)N. Drug 2: CC12CCC3C(C1CCC2OP(=O)(O)O)CCC4=C3C=CC(=C4)OC(=O)N(CCCl)CCCl.[Na+]. Cell line: NCI-H322M. Synergy scores: CSS=9.75, Synergy_ZIP=-5.26, Synergy_Bliss=-0.116, Synergy_Loewe=-1.40, Synergy_HSA=-2.56. (4) Drug 1: C1CCC(C1)C(CC#N)N2C=C(C=N2)C3=C4C=CNC4=NC=N3. Drug 2: CC1=C(C(=CC=C1)Cl)NC(=O)C2=CN=C(S2)NC3=CC(=NC(=N3)C)N4CCN(CC4)CCO. Cell line: RPMI-8226. Synergy scores: CSS=5.13, Synergy_ZIP=0.662, Synergy_Bliss=-0.133, Synergy_Loewe=-8.14, Synergy_HSA=-4.84. (5) Drug 1: CC1CCC2CC(C(=CC=CC=CC(CC(C(=O)C(C(C(=CC(C(=O)CC(OC(=O)C3CCCCN3C(=O)C(=O)C1(O2)O)C(C)CC4CCC(C(C4)OC)O)C)C)O)OC)C)C)C)OC. Drug 2: CC(C)CN1C=NC2=C1C3=CC=CC=C3N=C2N. Cell line: TK-10. Synergy scores: CSS=21.2, Synergy_ZIP=-2.35, Synergy_Bliss=5.55, Synergy_Loewe=-7.23, Synergy_HSA=1.86. (6) Drug 1: C1CCC(CC1)NC(=O)N(CCCl)N=O. Drug 2: C1=NC2=C(N=C(N=C2N1C3C(C(C(O3)CO)O)F)Cl)N. Cell line: SNB-75. Synergy scores: CSS=12.0, Synergy_ZIP=2.29, Synergy_Bliss=5.32, Synergy_Loewe=6.08, Synergy_HSA=6.13.